Predict which catalyst facilitates the given reaction. From a dataset of Catalyst prediction with 721,799 reactions and 888 catalyst types from USPTO. (1) Reactant: [NH2:1][CH2:2][C:3]1[CH:8]=[CH:7][C:6]([OH:9])=[CH:5][CH:4]=1.C(=O)(O)[O-].[Na+].[C:15]([O:19][C:20](O[C:20]([O:19][C:15]([CH3:18])([CH3:17])[CH3:16])=[O:21])=[O:21])([CH3:18])([CH3:17])[CH3:16]. Product: [OH:9][C:6]1[CH:7]=[CH:8][C:3]([CH2:2][NH:1][C:20](=[O:21])[O:19][C:15]([CH3:18])([CH3:17])[CH3:16])=[CH:4][CH:5]=1. The catalyst class is: 299. (2) Reactant: C(N(CC)CC)C.[CH2:8]([NH2:15])[C:9]1[CH:14]=[CH:13][CH:12]=[CH:11][CH:10]=1.[CH:16]1([C:19]2[N:24]=[C:23](Cl)[C:22]([Cl:26])=[C:21]([C:27]([O:29][CH3:30])=[O:28])[N:20]=2)[CH2:18][CH2:17]1. Product: [Cl:26][C:22]1[C:23]([NH:15][CH2:8][C:9]2[CH:14]=[CH:13][CH:12]=[CH:11][CH:10]=2)=[N:24][C:19]([CH:16]2[CH2:18][CH2:17]2)=[N:20][C:21]=1[C:27]([O:29][CH3:30])=[O:28]. The catalyst class is: 4. (3) Reactant: [CH2:1]([N:8]1[C:16]2[C:11](=[CH:12][C:13]([OH:17])=[CH:14][CH:15]=2)[CH:10]=[CH:9]1)[C:2]1[CH:7]=[CH:6][CH:5]=[CH:4][CH:3]=1.[Cl:18][C:19]1[CH:20]=[C:21]([C:26]([F:29])([F:28])[F:27])[CH:22]=[CH:23][C:24]=1F. Product: [CH2:1]([N:8]1[C:16]2[C:11](=[CH:12][C:13]([O:17][C:24]3[CH:23]=[CH:22][C:21]([C:26]([F:29])([F:28])[F:27])=[CH:20][C:19]=3[Cl:18])=[CH:14][CH:15]=2)[CH:10]=[CH:9]1)[C:2]1[CH:3]=[CH:4][CH:5]=[CH:6][CH:7]=1. The catalyst class is: 3. (4) Reactant: [CH2:1]([O:8][CH2:9][C:10]1C=[CH:14][CH:13]=[CH:12][CH:11]=1)[C:2]1[CH:7]=[CH:6][CH:5]=[CH:4][CH:3]=1.IC1C=CC=C(CC([O-])=[O:25])C=1CC([O-])=O. Product: [CH2:1]([O:8][CH2:9][CH2:10][CH2:11][CH2:12][CH2:13][CH:14]=[O:25])[C:2]1[CH:7]=[CH:6][CH:5]=[CH:4][CH:3]=1. The catalyst class is: 2. (5) Reactant: [C:1]([C:5]1[N:9]([CH2:10][CH:11]2[CH2:16][CH2:15][CH2:14][CH2:13][N:12]2[CH3:17])[C:8]2[CH:18]=[CH:19][C:20]([NH:22][C:23](=O)OC)=[CH:21][C:7]=2[N:6]=1)([CH3:4])([CH3:3])[CH3:2].Cl.CCOCC.[H-].[H-].[H-].[H-].[Li+].[Al+3].[C:39]([NH:42][C:43]1[CH:48]=[CH:47][C:46]([S:49](Cl)(=[O:51])=[O:50])=[CH:45][CH:44]=1)(=[O:41])[CH3:40]. Product: [C:1]([C:5]1[N:9]([CH2:10][CH:11]2[CH2:16][CH2:15][CH2:14][CH2:13][N:12]2[CH3:17])[C:8]2[CH:18]=[CH:19][C:20]([N:22]([CH3:23])[S:49]([C:46]3[CH:45]=[CH:44][C:43]([NH:42][C:39](=[O:41])[CH3:40])=[CH:48][CH:47]=3)(=[O:51])=[O:50])=[CH:21][C:7]=2[N:6]=1)([CH3:4])([CH3:3])[CH3:2]. The catalyst class is: 76. (6) Reactant: [CH3:1][C:2]([NH:8][C:9](=[O:29])[CH2:10][C:11]1[CH:16]=[CH:15][C:14]([O:17][CH2:18][C:19]2[CH:28]=[CH:27][C:26]3[C:21](=[CH:22][CH:23]=[CH:24][CH:25]=3)[N:20]=2)=[CH:13][CH:12]=1)([CH3:7])[C:3]([O:5]C)=O.[H-].[Na+]. Product: [OH:5][C:3]1[C:2]([CH3:7])([CH3:1])[NH:8][C:9](=[O:29])[C:10]=1[C:11]1[CH:16]=[CH:15][C:14]([O:17][CH2:18][C:19]2[CH:28]=[CH:27][C:26]3[C:21](=[CH:22][CH:23]=[CH:24][CH:25]=3)[N:20]=2)=[CH:13][CH:12]=1. The catalyst class is: 3. (7) Reactant: [Cl:1][C:2]1[CH:3]=[C:4]2[C:9](=[C:10]([Cl:12])[CH:11]=1)[CH2:8][N:7]([CH3:13])[CH2:6][C@H:5]2[C:14]1[CH:19]=[CH:18][CH:17]=[CH:16][C:15]=1[NH2:20].Cl[C:22](OC1C=CC([N+]([O-])=O)=CC=1)=[O:23].CO[CH:36](OC)[CH2:37][NH:38][CH3:39].Cl. Product: [ClH:1].[Cl:1][C:2]1[CH:3]=[C:4]2[C:9](=[C:10]([Cl:12])[CH:11]=1)[CH2:8][N:7]([CH3:13])[CH2:6][C@H:5]2[C:14]1[CH:19]=[CH:18][CH:17]=[CH:16][C:15]=1[N:20]1[CH:36]=[CH:37][N:38]([CH3:39])[C:22]1=[O:23]. The catalyst class is: 6. (8) Reactant: [C:1]([O:5][C:6]([N:8]1[CH2:12][CH2:11][CH2:10][C@@H:9]1[CH2:13][C:14](O)=[O:15])=[O:7])([CH3:4])([CH3:3])[CH3:2].CN1CCOCC1.ClC(OC(C)C)=O.[BH4-].[Na+].Cl. Product: [OH:15][CH2:14][CH2:13][C@H:9]1[CH2:10][CH2:11][CH2:12][N:8]1[C:6]([O:5][C:1]([CH3:4])([CH3:3])[CH3:2])=[O:7]. The catalyst class is: 20. (9) Reactant: C(Cl)(=O)C(Cl)=O.CS(C)=O.[Br:11][C:12]1[CH:17]=[CH:16][C:15]([NH:18][C:19]2[C:20]([CH:29]([OH:35])[CH2:30][O:31][CH2:32][O:33][CH3:34])=[CH:21][C:22]3[NH:26][CH:25]=[N:24][C:23]=3[C:27]=2[F:28])=[C:14]([Cl:36])[CH:13]=1. The catalyst class is: 34. Product: [Br:11][C:12]1[CH:17]=[CH:16][C:15]([NH:18][C:19]2[C:20]([C:29](=[O:35])[CH2:30][O:31][CH2:32][O:33][CH3:34])=[CH:21][C:22]3[NH:26][CH:25]=[N:24][C:23]=3[C:27]=2[F:28])=[C:14]([Cl:36])[CH:13]=1.